From a dataset of Full USPTO retrosynthesis dataset with 1.9M reactions from patents (1976-2016). Predict the reactants needed to synthesize the given product. (1) Given the product [C:7]1([C@@H:13]([N:15]2[CH2:4][C@H:3]3[CH2:17][C@@H:16]2[CH:6]([OH:5])[CH2:2]3)[CH3:14])[CH:12]=[CH:11][CH:10]=[CH:9][CH:8]=1, predict the reactants needed to synthesize it. The reactants are: B.[CH2:2]1[CH2:6][O:5][CH2:4][CH2:3]1.[C:7]1([C@@H:13]([N:15]2CC3C[CH:16]2[CH:17]=C3)[CH3:14])[CH:12]=[CH:11][CH:10]=[CH:9][CH:8]=1.[OH-].[Na+].OO.[NH4+].[OH-]. (2) Given the product [CH3:1][O:2][CH2:3][CH2:4][O:5][C:6]1[CH:7]=[C:8]([C:45]2[C:41]3[CH:40]=[C:39]([CH2:38][O:37][C:34]4[CH:33]=[CH:32][C:31]([C@@H:27]([C:28]#[C:29][CH3:30])[CH2:26][C:25]([O:24][CH2:22][CH3:23])=[O:49])=[CH:36][CH:35]=4)[CH:48]=[CH:47][C:42]=3[S:43][CH:44]=2)[C:9]([CH3:12])=[N:10][CH:11]=1, predict the reactants needed to synthesize it. The reactants are: [CH3:1][O:2][CH2:3][CH2:4][O:5][C:6]1[CH:7]=[C:8](B2OC(C)(C)C(C)(C)O2)[C:9]([CH3:12])=[N:10][CH:11]=1.[CH2:22]([O:24][C:25](=[O:49])[CH2:26][C@@H:27]([C:31]1[CH:36]=[CH:35][C:34]([O:37][CH2:38][C:39]2[CH:48]=[CH:47][C:42]3[S:43][CH:44]=[C:45](Br)[C:41]=3[CH:40]=2)=[CH:33][CH:32]=1)[C:28]#[C:29][CH3:30])[CH3:23].C([O-])([O-])=O.[Cs+].[Cs+]. (3) Given the product [CH2:31]([NH:1][CH2:2][CH2:3][N:4]1[C:27](=[O:28])[N:7]2[CH:8]([C:21]3[CH:22]=[CH:23][CH:24]=[CH:25][CH:26]=3)[C:9]3[NH:10][C:11]4[C:16]([C:17]=3[CH2:18][C:6]2([CH3:29])[C:5]1=[O:30])=[CH:15][C:14]([O:19][CH3:20])=[CH:13][CH:12]=4)[CH3:32], predict the reactants needed to synthesize it. The reactants are: [NH2:1][CH2:2][CH2:3][N:4]1[C:27](=[O:28])[N:7]2[CH:8]([C:21]3[CH:26]=[CH:25][CH:24]=[CH:23][CH:22]=3)[C:9]3[NH:10][C:11]4[C:16]([C:17]=3[CH2:18][C:6]2([CH3:29])[C:5]1=[O:30])=[CH:15][C:14]([O:19][CH3:20])=[CH:13][CH:12]=4.[CH2:31](N)[CH3:32].N. (4) Given the product [CH3:9][O:8][C:5]1[CH:4]=[C:3]2[C:2]([C:16]3[CH:15]=[CH:14][N:13]=[C:12]([C:17]([F:20])([F:19])[F:18])[C:11]=3[NH:10]2)=[CH:7][CH:6]=1, predict the reactants needed to synthesize it. The reactants are: Cl[C:2]1[CH:7]=[CH:6][C:5]([O:8][CH3:9])=[CH:4][C:3]=1[NH:10][C:11]1[C:12]([C:17]([F:20])([F:19])[F:18])=[N:13][CH:14]=[CH:15][CH:16]=1.F[B-](F)(F)F.C([PH+](C(C)(C)C)C(C)(C)C)(C)(C)C.C(=O)([O-])[O-].[K+].[K+]. (5) Given the product [CH2:1]([N:8]1[CH:13]=[CH:12][C:11]([O:14][CH2:15][C:16]2[CH:21]=[CH:20][CH:19]=[CH:18][CH:17]=2)=[C:10]([CH:24]=[CH2:25])[C:9]1=[O:23])[C:2]1[CH:7]=[CH:6][CH:5]=[CH:4][CH:3]=1, predict the reactants needed to synthesize it. The reactants are: [CH2:1]([N:8]1[CH:13]=[CH:12][C:11]([O:14][CH2:15][C:16]2[CH:21]=[CH:20][CH:19]=[CH:18][CH:17]=2)=[C:10](I)[C:9]1=[O:23])[C:2]1[CH:7]=[CH:6][CH:5]=[CH:4][CH:3]=1.[CH:24]([Sn](CCCC)(CCCC)CCCC)=[CH2:25].CN(C=O)C. (6) Given the product [C:35]([O:34][C:32]([NH:43][C@@H:48]([CH2:44][CH2:45][C:46]([NH2:18])=[O:47])[C:1]([NH2:8])=[O:2])=[O:33])([CH3:36])([CH3:37])[CH3:38], predict the reactants needed to synthesize it. The reactants are: [C:1]([NH:8][C@H](C(O)=O)CCC(O)=O)(OC(C)(C)C)=[O:2].[N:18]1C=CC=CC=1.[CH3:36][C:35]([O:34][C:32](O[C:32]([O:34][C:35]([CH3:38])([CH3:37])[CH3:36])=[O:33])=[O:33])([CH3:38])[CH3:37].C(=O)(O)[O-].[NH4+:43].[CH2:44]1[CH2:48][O:47][CH2:46][CH2:45]1.